From a dataset of NCI-60 drug combinations with 297,098 pairs across 59 cell lines. Regression. Given two drug SMILES strings and cell line genomic features, predict the synergy score measuring deviation from expected non-interaction effect. (1) Drug 1: C1=CC(=CC=C1CC(C(=O)O)N)N(CCCl)CCCl.Cl. Drug 2: CC1=C(C(=CC=C1)Cl)NC(=O)C2=CN=C(S2)NC3=CC(=NC(=N3)C)N4CCN(CC4)CCO. Cell line: SK-MEL-28. Synergy scores: CSS=9.94, Synergy_ZIP=1.06, Synergy_Bliss=6.20, Synergy_Loewe=1.11, Synergy_HSA=1.51. (2) Drug 1: CC1C(C(=O)NC(C(=O)N2CCCC2C(=O)N(CC(=O)N(C(C(=O)O1)C(C)C)C)C)C(C)C)NC(=O)C3=C4C(=C(C=C3)C)OC5=C(C(=O)C(=C(C5=N4)C(=O)NC6C(OC(=O)C(N(C(=O)CN(C(=O)C7CCCN7C(=O)C(NC6=O)C(C)C)C)C)C(C)C)C)N)C. Drug 2: CCC1(C2=C(COC1=O)C(=O)N3CC4=CC5=C(C=CC(=C5CN(C)C)O)N=C4C3=C2)O.Cl. Cell line: RPMI-8226. Synergy scores: CSS=57.5, Synergy_ZIP=-6.23, Synergy_Bliss=-9.17, Synergy_Loewe=-20.1, Synergy_HSA=-6.66. (3) Drug 1: C1=CC(=CC=C1CCC2=CNC3=C2C(=O)NC(=N3)N)C(=O)NC(CCC(=O)O)C(=O)O. Synergy scores: CSS=31.8, Synergy_ZIP=-0.835, Synergy_Bliss=-4.06, Synergy_Loewe=-5.37, Synergy_HSA=-3.13. Cell line: K-562. Drug 2: N.N.Cl[Pt+2]Cl. (4) Drug 1: CNC(=O)C1=NC=CC(=C1)OC2=CC=C(C=C2)NC(=O)NC3=CC(=C(C=C3)Cl)C(F)(F)F. Drug 2: C1CCC(C(C1)N)N.C(=O)(C(=O)[O-])[O-].[Pt+4]. Cell line: BT-549. Synergy scores: CSS=8.31, Synergy_ZIP=-5.79, Synergy_Bliss=-1.90, Synergy_Loewe=-13.6, Synergy_HSA=-4.48. (5) Drug 1: COC1=NC(=NC2=C1N=CN2C3C(C(C(O3)CO)O)O)N. Drug 2: C1=NC2=C(N=C(N=C2N1C3C(C(C(O3)CO)O)F)Cl)N. Cell line: HT29. Synergy scores: CSS=-6.90, Synergy_ZIP=7.01, Synergy_Bliss=7.82, Synergy_Loewe=2.82, Synergy_HSA=-0.277.